This data is from Peptide-MHC class I binding affinity with 185,985 pairs from IEDB/IMGT. The task is: Regression. Given a peptide amino acid sequence and an MHC pseudo amino acid sequence, predict their binding affinity value. This is MHC class I binding data. (1) The peptide sequence is EEINREAVNHL. The MHC is Mamu-A11 with pseudo-sequence Mamu-A11. The binding affinity (normalized) is 0.224. (2) The peptide sequence is QIYPGIKVR. The MHC is HLA-A68:01 with pseudo-sequence HLA-A68:01. The binding affinity (normalized) is 0.677. (3) The peptide sequence is QAIEDVWQL. The MHC is Mamu-B8701 with pseudo-sequence Mamu-B8701. The binding affinity (normalized) is 0.308.